From a dataset of Forward reaction prediction with 1.9M reactions from USPTO patents (1976-2016). Predict the product of the given reaction. (1) Given the reactants Br[C:2]1[CH:14]=[CH:13][C:12]2[C:11]3[C:6](=[CH:7][C:8](Br)=[CH:9][CH:10]=3)[C:5](CC)([CH2:16][CH3:17])[C:4]=2[CH:3]=1.BrBr.C(C1(CC)C2C=CC=CC=2C2C1=CC=CC=2)C.Br.[OH-].[Na+], predict the reaction product. The product is: [CH2:16]([CH:5]1[C:6]2[CH:7]=[CH:8][CH:9]=[CH:10][C:11]=2[C:12]2[C:4]1=[CH:3][CH:2]=[CH:14][CH:13]=2)[CH3:17]. (2) The product is: [F:21][C:20]([F:23])([F:22])[C:17]1[CH:18]=[N:19][C:10]([N:8]2[CH2:9][CH:6]([O:5][C:25]3[CH:30]=[CH:29][CH:28]=[C:27]([C:31]([F:34])([F:33])[F:32])[N:26]=3)[CH2:7]2)=[C:11]([CH:16]=1)[C:12]([O:14][CH3:15])=[O:13]. Given the reactants CS([O:5][CH:6]1[CH2:9][N:8]([C:10]2[N:19]=[CH:18][C:17]([C:20]([F:23])([F:22])[F:21])=[CH:16][C:11]=2[C:12]([O:14][CH3:15])=[O:13])[CH2:7]1)(=O)=O.O[C:25]1[CH:30]=[CH:29][CH:28]=[C:27]([C:31]([F:34])([F:33])[F:32])[N:26]=1, predict the reaction product. (3) Given the reactants N1N=C(C2C=CC=CC=2C(N2CC3CN(C(OC(C)(C)C)=O)CC3C2)=O)NC=1.[CH3:29][C:30]1[CH:35]=[C:34]([CH3:36])[N:33]=[C:32]([N:37]2[CH2:44][CH:43]3[CH:39]([CH2:40][NH:41][CH2:42]3)[CH2:38]2)[N:31]=1.CC(O)=O.C(OC(N1CC2C(CNC2)C1)=O)(C)(C)C.[CH3:64][C:65]1[N:69]=[C:68]([C:70]2[CH:78]=[CH:77][CH:76]=[CH:75][C:71]=2[C:72](O)=[O:73])[O:67][N:66]=1.N1N=C(C2C=CC=CC=2C(O)=O)NC=1, predict the reaction product. The product is: [CH3:29][C:30]1[CH:35]=[C:34]([CH3:36])[N:33]=[C:32]([N:37]2[CH2:44][CH:43]3[CH:39]([CH2:40][N:41]([C:72]([C:71]4[CH:75]=[CH:76][CH:77]=[CH:78][C:70]=4[C:68]4[O:67][N:66]=[C:65]([CH3:64])[N:69]=4)=[O:73])[CH2:42]3)[CH2:38]2)[N:31]=1. (4) Given the reactants [C:1]([C:3]1[CH:8]=[CH:7][C:6]([N:9]2[C:13](C(O)=O)=[C:12]([CH3:17])[CH:11]=[N:10]2)=[CH:5][CH:4]=1)#[N:2].C([N:21]([CH:24](C)C)CC)(C)C.C1(P(N=[N+]=[N-])(C2C=CC=CC=2)=[O:34])C=CC=CC=1.[Cl:44][C:45]1[CH:50]=[CH:49][CH:48]=[CH:47][C:46]=1[C@H:51]([OH:53])[CH3:52], predict the reaction product. The product is: [Cl:44][C:45]1[CH:50]=[CH:49][CH:48]=[CH:47][C:46]=1[C@H:51]([O:53][C:24](=[O:34])[NH:21][C:13]1[N:9]([C:6]2[CH:5]=[CH:4][C:3]([C:1]#[N:2])=[CH:8][CH:7]=2)[N:10]=[CH:11][C:12]=1[CH3:17])[CH3:52]. (5) Given the reactants [OH:1][C:2]1[CH:17]=[C:16]([CH3:18])[C:5]([C:6]([NH:8][CH:9]2[CH2:14][CH2:13][CH2:12][CH2:11][CH:10]2[CH3:15])=[O:7])=[C:4]([CH3:19])[CH:3]=1.N1C=CC=CC=1.[S:26](O[S:26]([C:29]([F:32])([F:31])[F:30])(=[O:28])=[O:27])([C:29]([F:32])([F:31])[F:30])(=[O:28])=[O:27], predict the reaction product. The product is: [F:30][C:29]([F:32])([F:31])[S:26]([O:1][C:2]1[CH:3]=[C:4]([CH3:19])[C:5]([C:6](=[O:7])[NH:8][CH:9]2[CH2:14][CH2:13][CH2:12][CH2:11][CH:10]2[CH3:15])=[C:16]([CH3:18])[CH:17]=1)(=[O:28])=[O:27]. (6) Given the reactants [CH3:1][C:2]1[CH:14]=[CH:13][C:5]2[C:6]([O:9][CH2:10][O:11][CH3:12])=[N:7][O:8][C:4]=2[CH:3]=1.[Br:15]N1C(=O)CCC1=O.C(OCC)(=O)C.O, predict the reaction product. The product is: [Br:15][CH2:1][C:2]1[CH:14]=[CH:13][C:5]2[C:6]([O:9][CH2:10][O:11][CH3:12])=[N:7][O:8][C:4]=2[CH:3]=1.